Dataset: Reaction yield outcomes from USPTO patents with 853,638 reactions. Task: Predict the reaction yield, written as a fraction of the theoretical maximum amount of product (1.0 means a 100% yield; for example, 0.34 means a 34% yield). The reactants are Cl.O1CCOCC1.C(O[C:13](=O)[N:14]([CH2:16][CH2:17][O:18][C:19]1[CH:24]=[C:23]([F:25])[CH:22]=[CH:21][C:20]=1[C:26]([N:28]1[CH2:41][C:31]2=[C:32]3[N:37]([N:38]=[C:30]2[CH2:29]1)[CH:36]=[C:35]([Cl:39])[C:34]([CH3:40])=[N:33]3)=[O:27])C)(C)(C)C. The catalyst is C(Cl)Cl. The product is [ClH:39].[Cl:39][C:35]1[C:34]([CH3:40])=[N:33][C:32]2[N:37]([N:38]=[C:30]3[CH2:29][N:28]([C:26]([C:20]4[CH:21]=[CH:22][C:23]([F:25])=[CH:24][C:19]=4[O:18][CH2:17][CH2:16][NH:14][CH3:13])=[O:27])[CH2:41][C:31]3=2)[CH:36]=1. The yield is 0.190.